Dataset: Forward reaction prediction with 1.9M reactions from USPTO patents (1976-2016). Task: Predict the product of the given reaction. (1) Given the reactants [CH:1]([C:4]1[C:8](=[O:9])[O:7][CH2:6][C:5]=1[N:10]1[CH2:14][CH2:13][C:12]2([CH2:19][CH2:18][N:17](C(OC(C)(C)C)=O)[CH2:16][CH2:15]2)[C:11]1=[O:27])([CH3:3])[CH3:2].FC(F)(F)C(O)=O, predict the reaction product. The product is: [CH:1]([C:4]1[C:8](=[O:9])[O:7][CH2:6][C:5]=1[N:10]1[CH2:14][CH2:13][C:12]2([CH2:19][CH2:18][NH:17][CH2:16][CH2:15]2)[C:11]1=[O:27])([CH3:3])[CH3:2]. (2) Given the reactants [F-].C([N+](CCCC)(CCCC)CCCC)CCC.[CH2:19]([O:21][C:22]([C@H:24]1[C@H:29]2[C@@H:25]1[O:26][C:27]1[CH:33]=[CH:32][C:31]([O:34][Si](C(C)(C)C)(C)C)=[CH:30][C:28]=12)=[O:23])[CH3:20], predict the reaction product. The product is: [OH:34][C:31]1[CH:32]=[CH:33][C:27]2[O:26][C@@H:25]3[C@@H:24]([C:22]([O:21][CH2:19][CH3:20])=[O:23])[C@@H:29]3[C:28]=2[CH:30]=1. (3) The product is: [Cl:29][C:26]1[CH:27]=[CH:28][C:23]([NH:22][C:20](=[O:21])[C:19]2[CH:30]=[CH:31][C:32]([C:34]([O:36][CH3:37])=[O:35])=[CH:33][C:18]=2[NH:17][C:10]([CH:7]2[CH2:6][CH2:5][N:4]([CH:1]([CH3:2])[CH3:3])[CH2:9][CH2:8]2)=[O:12])=[N:24][CH:25]=1. Given the reactants [CH:1]([N:4]1[CH2:9][CH2:8][CH:7]([C:10]([OH:12])=O)[CH2:6][CH2:5]1)([CH3:3])[CH3:2].S(Cl)(Cl)=O.[NH2:17][C:18]1[CH:33]=[C:32]([C:34]([O:36][CH3:37])=[O:35])[CH:31]=[CH:30][C:19]=1[C:20]([NH:22][C:23]1[CH:28]=[CH:27][C:26]([Cl:29])=[CH:25][N:24]=1)=[O:21].[OH-].[Na+], predict the reaction product. (4) Given the reactants [C:1]([O:5][C:6]([NH:8][CH2:9][C:10]1[CH:11]=[C:12]([CH:21]=[CH:22][C:23]=1[O:24][CH3:25])[C:13]([C:15]1([C:18]([OH:20])=[O:19])[CH2:17][CH2:16]1)=[O:14])=[O:7])([CH3:4])([CH3:3])[CH3:2].[CH3:26][Si](C=[N+]=[N-])(C)C.C(O)(=O)C, predict the reaction product. The product is: [C:1]([O:5][C:6]([NH:8][CH2:9][C:10]1[CH:11]=[C:12]([CH:21]=[CH:22][C:23]=1[O:24][CH3:25])[C:13]([C:15]1([C:18]([O:20][CH3:26])=[O:19])[CH2:16][CH2:17]1)=[O:14])=[O:7])([CH3:4])([CH3:3])[CH3:2]. (5) Given the reactants [CH3:1][N:2]1[CH2:7][CH2:6][N:5]([C:8]2[CH:13]=[CH:12][C:11]([N+:14]([O-])=O)=[C:10]([CH2:17][S:18]([C:21]3[CH:26]=[CH:25][CH:24]=[CH:23][CH:22]=3)(=[O:20])=[O:19])[N:9]=2)[CH2:4][CH2:3]1.C(O)C, predict the reaction product. The product is: [CH3:1][N:2]1[CH2:3][CH2:4][N:5]([C:8]2[N:9]=[C:10]([CH2:17][S:18]([C:21]3[CH:22]=[CH:23][CH:24]=[CH:25][CH:26]=3)(=[O:20])=[O:19])[C:11]([NH2:14])=[CH:12][CH:13]=2)[CH2:6][CH2:7]1.